Dataset: Experimentally validated miRNA-target interactions with 360,000+ pairs, plus equal number of negative samples. Task: Binary Classification. Given a miRNA mature sequence and a target amino acid sequence, predict their likelihood of interaction. (1) The miRNA is hsa-miR-92a-2-5p with sequence GGGUGGGGAUUUGUUGCAUUAC. The protein sequence of the target gene is MEILMTVSKFASICTMGANASALEKEIGPEQFPVNEHYFGLVNFGNTCYCNSVLQALYFCRPFREKVLAYKSQPRKKESLLTCLADLFHSIATQKKKVGVIPPKKFITRLRKENELFDNYMQQDAHEFLNYLLNTIADILQEERKQEKQNGRLPNGNIDNENNNSTPDPTWVHEIFQGTLTNETRCLTCETISSKDEDFLDLSVDVEQNTSITHCLRGFSNTETLCSEYKYYCEECRSKQEAHKRMKVKKLPMILALHLKRFKYMDQLHRYTKLSYRVVFPLELRLFNTSGDATNPDRMY.... Result: 1 (interaction). (2) The miRNA is hsa-miR-6836-3p with sequence AUGCCUCCCCCGGCCCCGCAG. The protein sequence of the target gene is MPVQPPSKDTEEMEAEGDSAAEMNGEEEESEEERSGSQTESEEESSEMDDEDYERRRSECVSEMLDLEKQFSELKEKLFRERLSQLRLRLEEVGAERAPEYTEPLGGLQRSLKIRIQVAGIYKGFCLDVIRNKYECELQGAKQHLESEKLLLYDTLQGELQERIQRLEEDRQSLDLSSEWWDDKLHARGSSRSWDSLPPSKRKKAPLVSGPYIVYMLQEIDILEDWTAIKKARAAVSPQKRKSDGP. Result: 1 (interaction).